This data is from Full USPTO retrosynthesis dataset with 1.9M reactions from patents (1976-2016). The task is: Predict the reactants needed to synthesize the given product. (1) Given the product [Cl:19][C:20]1[C:27]([Cl:28])=[CH:26][CH:25]=[CH:24][C:21]=1[CH:22]([NH:2][C:1](=[O:8])[O:3][C:4]([CH3:7])([CH3:6])[CH3:5])[S:16]([C:10]1[CH:15]=[CH:14][CH:13]=[CH:12][CH:11]=1)(=[O:18])=[O:17], predict the reactants needed to synthesize it. The reactants are: [C:1](=[O:8])([O:3][C:4]([CH3:7])([CH3:6])[CH3:5])[NH2:2].[Na+].[C:10]1([S:16]([O-:18])=[O:17])[CH:15]=[CH:14][CH:13]=[CH:12][CH:11]=1.[Cl:19][C:20]1[C:27]([Cl:28])=[CH:26][CH:25]=[CH:24][C:21]=1[CH:22]=O.C(O)=O. (2) Given the product [S:5]1[C:9]([C:10]23[CH2:17][N:16]([C:18]([O:20][C:21]([CH3:24])([CH3:23])[CH3:22])=[O:19])[CH2:15][CH:14]2[CH2:13][O:12][NH:11]3)=[CH:8][CH:7]=[N:6]1, predict the reactants needed to synthesize it. The reactants are: C(Cl)(=O)C.[S:5]1[C:9]([C:10]23[CH2:17][N:16]([C:18]([O:20][C:21]([CH3:24])([CH3:23])[CH3:22])=[O:19])[CH2:15][CH:14]2[CH2:13][O:12][N:11]3CC2C=CC(OC)=CC=2)=[CH:8][CH:7]=[N:6]1.FC(F)(F)C(O)=O.O(C(OC(C)(C)C)=O)C(OC(C)(C)C)=O.CCCC(C)C.C(OCC)(=O)C. (3) Given the product [NH2:1][C:2]1[N:7]=[C:6]([C:8]([NH:10][C:11]([CH3:15])([CH3:14])[CH2:12][Cl:18])=[O:9])[CH:5]=[CH:4][CH:3]=1, predict the reactants needed to synthesize it. The reactants are: [NH2:1][C:2]1[N:7]=[C:6]([C:8]([NH:10][C:11]([CH3:15])([CH3:14])[CH2:12]O)=[O:9])[CH:5]=[CH:4][CH:3]=1.O=S(Cl)[Cl:18]. (4) Given the product [Cl:37][C:35]1[CH:34]=[C:33]([NH:38][CH2:39][C:40]([NH:42][C@@H:43]2[CH2:48][CH2:47][CH2:46][N:45]([C:49]3[CH:68]=[C:69]([NH:73][CH3:74])[N:70]=[CH:71][N:72]=3)[CH2:44]2)=[O:41])[CH:32]=[C:31]([Cl:30])[CH:36]=1, predict the reactants needed to synthesize it. The reactants are: ClC1C=C(N[C@H](C2CC2)C(N[C@@H]2CCCN(C(OC(C)(C)C)=O)C2)=O)C=C(F)C=1.[Cl:30][C:31]1[CH:32]=[C:33]([NH:38][CH2:39][C:40]([NH:42][C@@H:43]2[CH2:48][CH2:47][CH2:46][N:45]([C:49](OC(C)(C)C)=O)[CH2:44]2)=[O:41])[CH:34]=[C:35]([Cl:37])[CH:36]=1.NC1C(C#N)=C(Cl)N=CN=1.ClC1[N:72]=[CH:71][N:70]=[C:69]([NH:73][CH3:74])[CH:68]=1. (5) Given the product [C:24]([O:28][C:29](=[O:42])[N:30]([C@H:6]1[CH2:5][CH2:21][C@H:9]([C:10]#[C:11][CH2:12][OH:14])[CH2:8][CH2:7]1)[CH3:31])([CH3:27])([CH3:26])[CH3:25], predict the reactants needed to synthesize it. The reactants are: CC1C=[C:12]2[O:14]C=1C[C@H:5]([C:21](C)=C)[CH2:6][CH2:7][C:8]1C(=O)O[C@@H:10]([C@H:11]2C(C)=C)[CH:9]=1.[C:24]([O:28][C:29](=[O:42])[N:30]([C@H]1CC[C@H](C=C(Br)Br)CC1)[CH3:31])([CH3:27])([CH3:26])[CH3:25].[Li]CCCC.C=O. (6) Given the product [C:1]([O:9][CH2:10][C@@:11]1([C:26]#[CH:27])[O:15][C@@H:14]([N:16]2[CH:24]=[C:22]([CH3:23])[C:20](=[O:21])[NH:19][C:17]2=[O:18])[CH2:13][C@H:12]1[O:25][S:29]([CH3:28])(=[O:31])=[O:30])(=[O:8])[C:2]1[CH:3]=[CH:4][CH:5]=[CH:6][CH:7]=1, predict the reactants needed to synthesize it. The reactants are: [C:1]([O:9][CH2:10][C@@:11]1([C:26]#[CH:27])[O:15][C@@H:14]([N:16]2[CH:24]=[C:22]([CH3:23])[C:20](=[O:21])[NH:19][C:17]2=[O:18])[CH2:13][C@H:12]1[OH:25])(=[O:8])[C:2]1[CH:7]=[CH:6][CH:5]=[CH:4][CH:3]=1.[CH3:28][S:29](Cl)(=[O:31])=[O:30]. (7) Given the product [Br:1][C:2]1[CH:7]=[CH:6][C:5]([C:8]2[N:12]([CH:16]3[CH2:17][CH2:18][CH2:19][CH2:20][O:15]3)[CH:11]=[N:10][N:9]=2)=[C:4]([F:13])[C:3]=1[CH3:14], predict the reactants needed to synthesize it. The reactants are: [Br:1][C:2]1[CH:7]=[CH:6][C:5]([C:8]2[N:12]=[CH:11][NH:10][N:9]=2)=[C:4]([F:13])[C:3]=1[CH3:14].[O:15]1[CH:20]=[CH:19][CH2:18][CH2:17][CH2:16]1.